From a dataset of Full USPTO retrosynthesis dataset with 1.9M reactions from patents (1976-2016). Predict the reactants needed to synthesize the given product. (1) Given the product [Cl:1][C:2]1[CH:7]=[C:6]([Cl:8])[CH:5]=[CH:4][C:3]=1[C:9]1[CH:17]=[C:13]([CH2:14][OH:15])[C:12]([CH3:18])=[N:11][C:10]=1[C:19]1[CH:20]=[CH:21][C:22]([C:25]([F:28])([F:26])[F:27])=[CH:23][CH:24]=1, predict the reactants needed to synthesize it. The reactants are: [Cl:1][C:2]1[CH:7]=[C:6]([Cl:8])[CH:5]=[CH:4][C:3]=1[C:9]1[C:10]([C:19]2[CH:24]=[CH:23][C:22]([C:25]([F:28])([F:27])[F:26])=[CH:21][CH:20]=2)=[N:11][C:12]([CH3:18])=[C:13]([CH:17]=1)[C:14](O)=[O:15].B.CO. (2) Given the product [Cl:13][C:3]1[CH:4]=[C:5]([CH2:8][C:9]([O:11][CH3:12])=[O:10])[CH:6]=[CH:7][C:2]=1[NH:1][C:22]([NH:21][C:16]1[CH:17]=[CH:18][CH:19]=[CH:20][C:15]=1[CH3:14])=[O:23], predict the reactants needed to synthesize it. The reactants are: [NH2:1][C:2]1[CH:7]=[CH:6][C:5]([CH2:8][C:9]([O:11][CH3:12])=[O:10])=[CH:4][C:3]=1[Cl:13].[CH3:14][C:15]1[CH:20]=[CH:19][CH:18]=[CH:17][C:16]=1[N:21]=[C:22]=[O:23].CCN(CC)CC.